This data is from Forward reaction prediction with 1.9M reactions from USPTO patents (1976-2016). The task is: Predict the product of the given reaction. (1) Given the reactants C([O:3][C:4](=[O:39])[C@@H:5]([O:36][CH2:37][CH3:38])[CH2:6][C:7]1[CH:12]=[CH:11][C:10]([O:13][CH2:14][C:15]2[O:16][C:17]([C:21]3[CH:26]=[CH:25][C:24]([C:27]4[CH:31]=[C:30]([C:32]([CH3:35])([CH3:34])[CH3:33])[O:29][N:28]=4)=[CH:23][CH:22]=3)=[CH:18][C:19]=2[CH3:20])=[CH:9][CH:8]=1)C.C(OC(=O)[C@@H](OCC)CC1C=CC(OCC2OC(Br)=CC=2C)=CC=1)C.C(C1ON=C(C2C=CC(B3OC(C)(C)C(C)(C)O3)=CC=2)C=1)(C)(C)C, predict the reaction product. The product is: [C:32]([C:30]1[O:29][N:28]=[C:27]([C:24]2[CH:23]=[CH:22][C:21]([C:17]3[O:16][C:15]([CH2:14][O:13][C:10]4[CH:9]=[CH:8][C:7]([CH2:6][C@H:5]([O:36][CH2:37][CH3:38])[C:4]([OH:39])=[O:3])=[CH:12][CH:11]=4)=[C:19]([CH3:20])[CH:18]=3)=[CH:26][CH:25]=2)[CH:31]=1)([CH3:35])([CH3:34])[CH3:33]. (2) Given the reactants C(OC([NH:8][C@H:9]([C:31]([O:33]C(C)(C)C)=[O:32])[CH2:10][C@H:11]([CH2:19][C:20]1[CH:25]=[CH:24][C:23]([O:26][CH2:27][CH2:28][CH2:29][F:30])=[CH:22][CH:21]=1)[C:12]([O:14]C(C)(C)C)=[O:13])=O)(C)(C)C.COC1C=CC=CC=1, predict the reaction product. The product is: [F:30][CH2:29][CH2:28][CH2:27][O:26][C:23]1[CH:24]=[CH:25][C:20]([CH2:19][C@H:11]([C:12]([OH:14])=[O:13])[CH2:10][C@@H:9]([C:31]([OH:33])=[O:32])[NH2:8])=[CH:21][CH:22]=1. (3) Given the reactants [CH2:1]([C@@H:5]1[N:10]([C:11](=[O:25])[C:12]2[CH:17]=CC(OC3C=CC=CC=3)=CC=2)[CH2:9][C@H:8]([CH2:26][CH:27]([CH3:29])[CH3:28])[NH:7][C:6]1=[O:30])[CH:2]([CH3:4])[CH3:3].C([C@@H]1NC[C@H](CC(C)C)NC1=O)C(C)C.[F:46][C:47]1[CH:52]=[CH:51][C:50]([N:53]2C=C(C(O)=O)[N:55]=[CH:54]2)=[CH:49][CH:48]=1, predict the reaction product. The product is: [F:46][C:47]1[CH:52]=[CH:51][C:50]([N:53]2[CH:17]=[C:12]([C:11]([N:10]3[CH2:9][C@H:8]([CH2:26][CH:27]([CH3:28])[CH3:29])[NH:7][C:6](=[O:30])[C@@H:5]3[CH2:1][CH:2]([CH3:3])[CH3:4])=[O:25])[N:55]=[CH:54]2)=[CH:49][CH:48]=1. (4) Given the reactants C[O:2][C:3](=[O:35])[CH2:4][N:5]([C:19](=[O:34])[C:20]1[CH:25]=[C:24]([C:26]([F:29])([F:28])[F:27])[CH:23]=[C:22]([C:30]([F:33])([F:32])[F:31])[CH:21]=1)[C:6]1[CH:7]=[N:8][CH:9]=[CH:10][C:11]=1[C:12]1[CH:17]=[CH:16][CH:15]=[CH:14][C:13]=1[Cl:18].O.O.[OH-].[Li+].Cl, predict the reaction product. The product is: [F:33][C:30]([F:31])([F:32])[C:22]1[CH:21]=[C:20]([CH:25]=[C:24]([C:26]([F:27])([F:28])[F:29])[CH:23]=1)[C:19]([N:5]([CH2:4][C:3]([OH:35])=[O:2])[C:6]1[CH:7]=[N:8][CH:9]=[CH:10][C:11]=1[C:12]1[CH:17]=[CH:16][CH:15]=[CH:14][C:13]=1[Cl:18])=[O:34]. (5) Given the reactants CN(C)C=O.[Cl:6][C:7]1[CH:8]=[CH:9][C:10]([OH:27])=[C:11]([NH:13][CH:14]2[CH2:19][CH2:18][N:17]([C:20]([O:22][C:23]([CH3:26])([CH3:25])[CH3:24])=[O:21])[CH2:16][CH2:15]2)[CH:12]=1.C(=O)([O-])[O-].[Cs+].[Cs+].Br[C:35]([CH3:41])([CH3:40])[C:36](OC)=[O:37], predict the reaction product. The product is: [Cl:6][C:7]1[CH:8]=[CH:9][C:10]2[O:27][C:35]([CH3:41])([CH3:40])[C:36](=[O:37])[N:13]([CH:14]3[CH2:19][CH2:18][N:17]([C:20]([O:22][C:23]([CH3:24])([CH3:26])[CH3:25])=[O:21])[CH2:16][CH2:15]3)[C:11]=2[CH:12]=1. (6) Given the reactants [NH2:1][C:2]1[CH:31]=[CH:30][C:5]([CH2:6][C:7]2[NH:15][C:14]3[C:13](=[O:16])[N:12]([CH2:17][C:18]4[CH:23]=[CH:22][CH:21]=[CH:20][C:19]=4[F:24])[C:11](=[O:25])[N:10]([CH2:26][CH2:27][CH2:28][CH3:29])[C:9]=3[N:8]=2)=[CH:4][CH:3]=1.[I:32][C:33]1[CH:38]=[CH:37][C:36]([S:39](Cl)(=[O:41])=[O:40])=[CH:35][CH:34]=1, predict the reaction product. The product is: [CH2:26]([N:10]1[C:9]2[N:8]=[C:7]([CH2:6][C:5]3[CH:4]=[CH:3][C:2]([NH:1][S:39]([C:36]4[CH:37]=[CH:38][C:33]([I:32])=[CH:34][CH:35]=4)(=[O:41])=[O:40])=[CH:31][CH:30]=3)[NH:15][C:14]=2[C:13](=[O:16])[N:12]([CH2:17][C:18]2[CH:23]=[CH:22][CH:21]=[CH:20][C:19]=2[F:24])[C:11]1=[O:25])[CH2:27][CH2:28][CH3:29]. (7) Given the reactants [OH:1][C:2]1[C:8]2[CH:9]=[C:10]([O:13][C:14]([F:17])([F:16])[F:15])[CH:11]=[CH:12][C:7]=2[NH:6][C:5](=[O:18])[CH2:4][C:3]=1C(OCC)=O, predict the reaction product. The product is: [F:17][C:14]([F:15])([F:16])[O:13][C:10]1[CH:11]=[CH:12][C:7]2[NH:6][C:5](=[O:18])[CH2:4][CH2:3][C:2](=[O:1])[C:8]=2[CH:9]=1. (8) Given the reactants [F:1][C:2]([F:12])([F:11])[O:3][C:4]1[CH:10]=[CH:9][C:7]([NH2:8])=[CH:6][CH:5]=1.Cl[C:14](Cl)(Cl)[CH:15]=[O:16].Cl.[NH2:20][OH:21], predict the reaction product. The product is: [OH:21]/[N:20]=[CH:14]/[C:15]([NH:8][C:7]1[CH:9]=[CH:10][C:4]([O:3][C:2]([F:11])([F:12])[F:1])=[CH:5][CH:6]=1)=[O:16].